Dataset: Blood-brain barrier permeability regression values from the B3DB database. Task: Regression/Classification. Given a drug SMILES string, predict its absorption, distribution, metabolism, or excretion properties. Task type varies by dataset: regression for continuous measurements (e.g., permeability, clearance, half-life) or binary classification for categorical outcomes (e.g., BBB penetration, CYP inhibition). For this dataset (b3db_regression), we predict Y. (1) The drug is CC1=CN=C(C(=C1OC)C)CS(=O)C2=NC3=C(N2)C=C(C=C3)OC. The Y is -0.820 log(BB ratio). (2) The molecule is C=CCC(C1=CC=CC=C1C2=NOC3=CC=CC=C32)N. The Y is 0 log(BB ratio). (3) The compound is CC1=C2C(=CC=C1)C3CN(CCC3(C4=CC=CC=C4O2)O)C. The Y is 0.820 log(BB ratio). (4) The molecule is C1CNC(=NC1)NCCCNCC2CCC3=CC=CC=C3O2. The Y is -0.0100 log(BB ratio).